Dataset: Forward reaction prediction with 1.9M reactions from USPTO patents (1976-2016). Task: Predict the product of the given reaction. (1) The product is: [C:1]([O:5][C@@H:6]([C:10]1[C:19]([CH3:20])=[CH:18][C:17]2[C:12](=[CH:13][CH:14]=[CH:15][CH:16]=2)[C:11]=1[C:29]1[CH:28]=[N:27][C:36]2[C:31]([CH:30]=1)=[CH:32][CH:33]=[CH:34][CH:35]=2)[C:7]([OH:9])=[O:8])([CH3:4])([CH3:3])[CH3:2]. Given the reactants [C:1]([O:5][C@@H:6]([C:10]1[C:19]([CH3:20])=[CH:18][C:17]2[C:12](=[CH:13][CH:14]=[CH:15][CH:16]=2)[C:11]=1C1CCCCC=1)[C:7]([OH:9])=[O:8])([CH3:4])([CH3:3])[CH3:2].[N:27]1[C:36]2[C:31](=[CH:32][CH:33]=[CH:34][CH:35]=2)[CH:30]=[C:29](B(O)O)[CH:28]=1, predict the reaction product. (2) Given the reactants [OH2:1].Br[CH2:3][C:4]1[C:12]2[C:7](=[N:8][C:9]([Cl:13])=[CH:10][CH:11]=2)[S:6][N:5]=1, predict the reaction product. The product is: [Cl:13][C:9]1[N:8]=[C:7]2[S:6][N:5]=[C:4]([CH2:3][OH:1])[C:12]2=[CH:11][CH:10]=1. (3) Given the reactants CC1(C)C(C)(C)OB([C:9]2[CH:10]=[N:11][NH:12][CH:13]=2)O1.C1(P(C2C=CC=CC=2)C2C=CC=CC=2)C=CC=CC=1.N(C(OC(C)C)=O)NC(OC(C)C)=O.[CH:48](O)([CH3:50])[CH3:49].Br[C:53]1[CH:54]=[C:55]([NH:60][C:61]2[N:66]=[C:65]([C:67]([F:70])([F:69])[F:68])[CH:64]=[CH:63][N:62]=2)[CH:56]=[C:57]([CH3:59])[CH:58]=1.C(=O)([O-])[O-].[Na+].[Na+], predict the reaction product. The product is: [CH:48]([N:12]1[CH:13]=[C:9]([C:53]2[CH:54]=[C:55]([NH:60][C:61]3[N:66]=[C:65]([C:67]([F:69])([F:70])[F:68])[CH:64]=[CH:63][N:62]=3)[CH:56]=[C:57]([CH3:59])[CH:58]=2)[CH:10]=[N:11]1)([CH3:50])[CH3:49]. (4) Given the reactants [F:1][C:2]1[CH:7]=[C:6]([C:8]2[CH:9]=[N:10][C:11]([NH:14][CH2:15][CH2:16][N:17]3[CH2:22][CH2:21][CH2:20][CH2:19][CH2:18]3)=[CH:12][CH:13]=2)[CH:5]=[CH:4][C:3]=1[NH:23]C(=O)OC(C)(C)C.C(O)(C(F)(F)F)=O, predict the reaction product. The product is: [NH2:23][C:3]1[CH:4]=[CH:5][C:6]([C:8]2[CH:13]=[CH:12][C:11]([NH:14][CH2:15][CH2:16][N:17]3[CH2:22][CH2:21][CH2:20][CH2:19][CH2:18]3)=[N:10][CH:9]=2)=[CH:7][C:2]=1[F:1]. (5) The product is: [CH:10]1[C:11]2[C:20]3[CH2:19][CH2:18][N:17]([C:33]([O:35][C:36]([CH3:39])([CH3:38])[CH3:37])=[O:34])[CH2:16][C:15]=3[CH:14]=[N:13][C:12]=2[NH:8][N:9]=1. Given the reactants COC1C=CC(C[N:8]2[C:12]3[N:13]=[CH:14][C:15]4[CH2:16][NH:17][CH2:18][CH2:19][C:20]=4[C:11]=3[CH:10]=[N:9]2)=CC=1.C1(C)C=CC=CC=1.ClCCl.[C:33](O[C:33]([O:35][C:36]([CH3:39])([CH3:38])[CH3:37])=[O:34])([O:35][C:36]([CH3:39])([CH3:38])[CH3:37])=[O:34], predict the reaction product. (6) Given the reactants [Br:1][CH2:2][CH2:3][CH2:4][CH2:5][C:6]([CH3:21])([C:15]1[CH:20]=[CH:19][CH:18]=[CH:17][CH:16]=1)[CH2:7][O:8][CH:9]1[CH2:14][CH2:13][CH2:12][CH2:11][O:10]1.O1C=CCC[CH2:23]1.O.C1(C)C=CC(S(O)(=O)=O)=CC=1, predict the reaction product. The product is: [Br:1][CH2:2][CH2:3][CH2:4][CH2:5][C:6]([CH3:21])([C:15]1[CH:16]=[CH:17][C:18]([CH3:23])=[CH:19][CH:20]=1)[CH2:7][O:8][CH:9]1[CH2:14][CH2:13][CH2:12][CH2:11][O:10]1. (7) Given the reactants [CH2:1]([O:3][C:4](=[O:13])[C:5]1[CH:10]=[CH:9][C:8](Cl)=[N:7][C:6]=1[Cl:12])[CH3:2].[F:14][C:15]([F:25])([F:24])[O:16][C:17]1[CH:22]=[CH:21][C:20]([OH:23])=[CH:19][CH:18]=1, predict the reaction product. The product is: [CH2:1]([O:3][C:4](=[O:13])[C:5]1[CH:10]=[CH:9][C:8]([O:23][C:20]2[CH:21]=[CH:22][C:17]([O:16][C:15]([F:14])([F:24])[F:25])=[CH:18][CH:19]=2)=[N:7][C:6]=1[Cl:12])[CH3:2]. (8) Given the reactants CC#N.[CH:4]1([NH:7][C:8](=O)[C:9]2[CH:14]=[C:13]([O:15][CH2:16][CH2:17][CH2:18][O:19][CH3:20])[CH:12]=[C:11]([O:21][CH3:22])[CH:10]=2)[CH2:6][CH2:5]1, predict the reaction product. The product is: [CH:4]1([NH:7][CH2:8][C:9]2[CH:14]=[C:13]([O:15][CH2:16][CH2:17][CH2:18][O:19][CH3:20])[CH:12]=[C:11]([O:21][CH3:22])[CH:10]=2)[CH2:5][CH2:6]1. (9) Given the reactants [CH:1]1([NH:4][C:5]2[N:6]=[N:7][C:8]([C:11]#[CH:12])=[CH:9][CH:10]=2)[CH2:3][CH2:2]1.I[C:14]1[CH:15]=[C:16]([CH:36]=[CH:37][C:38]=1[CH3:39])[C:17]([NH:19][C:20]1[CH:25]=[CH:24][C:23]([N:26]2[CH:30]=[C:29]([CH3:31])[N:28]=[CH:27]2)=[C:22]([C:32]([F:35])([F:34])[F:33])[CH:21]=1)=[O:18], predict the reaction product. The product is: [CH:1]1([NH:4][C:5]2[N:6]=[N:7][C:8]([C:11]#[C:12][C:37]3[CH:36]=[C:16]([CH:15]=[CH:14][C:38]=3[CH3:39])[C:17]([NH:19][C:20]3[CH:25]=[CH:24][C:23]([N:26]4[CH:30]=[C:29]([CH3:31])[N:28]=[CH:27]4)=[C:22]([C:32]([F:33])([F:34])[F:35])[CH:21]=3)=[O:18])=[CH:9][CH:10]=2)[CH2:3][CH2:2]1.